Task: Predict the reactants needed to synthesize the given product.. Dataset: Full USPTO retrosynthesis dataset with 1.9M reactions from patents (1976-2016) (1) Given the product [F:20][C:21]1[CH:22]=[C:23]([CH:24]=[O:25])[CH:26]=[CH:27][C:28]=1[O:1][C:2]1[CH:12]=[CH:11][CH:10]=[C:9]([CH3:13])[C:3]=1[C:4]([O:6][CH2:7][CH3:8])=[O:5], predict the reactants needed to synthesize it. The reactants are: [OH:1][C:2]1[CH:12]=[CH:11][CH:10]=[C:9]([CH3:13])[C:3]=1[C:4]([O:6][CH2:7][CH3:8])=[O:5].C(=O)([O-])[O-].[K+].[K+].[F:20][C:21]1[CH:22]=[C:23]([CH:26]=[CH:27][C:28]=1F)[CH:24]=[O:25]. (2) Given the product [F:29][CH:2]([F:1])[O:3][C:4]1[CH:9]=[CH:8][C:7]([C:10]2[O:11][CH:12]=[C:13]([CH2:15][CH2:16][C:17]([C:19]3[CH:24]=[CH:23][CH:22]=[CH:21][C:20]=3[O:25][CH2:26][CH3:27])=[O:18])[N:14]=2)=[CH:6][C:5]=1[O:28][CH:31]([CH3:33])[CH3:32], predict the reactants needed to synthesize it. The reactants are: [F:1][CH:2]([F:29])[O:3][C:4]1[CH:9]=[CH:8][C:7]([C:10]2[O:11][CH:12]=[C:13]([CH2:15][CH2:16][C:17]([C:19]3[CH:24]=[CH:23][CH:22]=[CH:21][C:20]=3[O:25][CH2:26][CH3:27])=[O:18])[N:14]=2)=[CH:6][C:5]=1[OH:28].Br[CH:31]([CH3:33])[CH3:32].C(=O)([O-])[O-].[K+].[K+].O. (3) Given the product [Cl:1][C:2]1[C:9]([CH3:10])=[CH:8][C:5](/[CH:6]=[N:18]/[S@@:16]([C:13]([CH3:15])([CH3:14])[CH3:12])=[O:17])=[CH:4][C:3]=1[CH3:11], predict the reactants needed to synthesize it. The reactants are: [Cl:1][C:2]1[C:9]([CH3:10])=[CH:8][C:5]([CH:6]=O)=[CH:4][C:3]=1[CH3:11].[CH3:12][C:13]([S@:16]([NH2:18])=[O:17])([CH3:15])[CH3:14]. (4) Given the product [CH2:4]([O:6][C:7](=[O:31])[CH2:8][CH2:9][N:10]([C:17]([C:19]1[CH:30]=[CH:29][C:22]2[N:23]([CH3:28])[C:24]([CH:26]=[O:27])=[N:25][C:21]=2[CH:20]=1)=[O:18])[C:11]1[CH:16]=[CH:15][CH:14]=[CH:13][N:12]=1)[CH3:5], predict the reactants needed to synthesize it. The reactants are: ClCCl.[CH2:4]([O:6][C:7](=[O:31])[CH2:8][CH2:9][N:10]([C:17]([C:19]1[CH:30]=[CH:29][C:22]2[N:23]([CH3:28])[C:24]([CH2:26][OH:27])=[N:25][C:21]=2[CH:20]=1)=[O:18])[C:11]1[CH:16]=[CH:15][CH:14]=[CH:13][N:12]=1)[CH3:5]. (5) Given the product [N:1]1([C:5]2[N:10]=[C:9]([CH2:11][N:12]3[C@@H:16]([CH3:17])[C@@H:15]([C:18]4[CH:23]=[C:22]([CH3:24])[CH:21]=[C:20]([CH3:25])[CH:19]=4)[O:14][C:13]3=[O:26])[C:8]([C:27]3[CH:28]=[C:29]([CH2:35][CH2:36][C:37]([NH2:47])=[O:39])[CH:30]=[CH:31][C:32]=3[O:33][CH3:34])=[CH:7][CH:6]=2)[CH2:4][CH2:3][CH2:2]1, predict the reactants needed to synthesize it. The reactants are: [N:1]1([C:5]2[N:10]=[C:9]([CH2:11][N:12]3[C@@H:16]([CH3:17])[C@@H:15]([C:18]4[CH:23]=[C:22]([CH3:24])[CH:21]=[C:20]([CH3:25])[CH:19]=4)[O:14][C:13]3=[O:26])[C:8]([C:27]3[CH:28]=[C:29]([CH2:35][CH2:36][C:37]([OH:39])=O)[CH:30]=[CH:31][C:32]=3[O:33][CH3:34])=[CH:7][CH:6]=2)[CH2:4][CH2:3][CH2:2]1.C(Cl)(=O)C(Cl)=O.[OH-].[NH4+:47].C(O)(C(F)(F)F)=O. (6) Given the product [CH3:16][N:17]1[CH2:22][CH2:21][N:20]([C:2]2[C:3]3[S:11][C:10]4[CH:12]=[CH:13][CH:14]=[CH:15][C:9]=4[C:4]=3[N:5]=[C:6]([NH2:8])[N:7]=2)[CH2:19][CH2:18]1, predict the reactants needed to synthesize it. The reactants are: Cl[C:2]1[C:3]2[S:11][C:10]3[CH:12]=[CH:13][CH:14]=[CH:15][C:9]=3[C:4]=2[N:5]=[C:6]([NH2:8])[N:7]=1.[CH3:16][N:17]1[CH2:22][CH2:21][NH:20][CH2:19][CH2:18]1. (7) Given the product [Cl:12][C:13]1[CH:18]=[CH:17][C:16]([C:2]2[C:7]([O:35][CH2:34][CH2:33][CH:32]([CH3:36])[CH3:31])=[N:6][CH:5]=[C:4]([CH:3]=2)[C:9]([NH:23][C@@H:24]2[CH2:29][CH2:28][CH2:27][CH2:26][C@H:25]2[OH:30])=[O:11])=[CH:15][CH:14]=1, predict the reactants needed to synthesize it. The reactants are: Br[C:2]1[CH:3]=[C:4]([C:9]([OH:11])=O)[CH:5]=[N:6][C:7]=1Cl.[Cl:12][C:13]1[CH:18]=[CH:17][C:16](B(O)O)=[CH:15][CH:14]=1.Cl.[NH2:23][C@@H:24]1[CH2:29][CH2:28][CH2:27][CH2:26][C@H:25]1[OH:30].[CH3:31][CH:32]([CH3:36])[CH2:33][CH2:34][OH:35]. (8) Given the product [ClH:1].[CH2:7]([NH:10][C:11]1[N:16]=[C:15]([NH:17][CH2:18][CH2:19][CH3:20])[N:14]=[C:13]([NH:21][O:22][CH3:23])[N:12]=1)[CH2:8][CH3:9], predict the reactants needed to synthesize it. The reactants are: [ClH:1].C(OCC)C.[CH2:7]([NH:10][C:11]1[N:16]=[C:15]([NH:17][CH2:18][CH2:19][CH3:20])[N:14]=[C:13]([NH:21][O:22][CH3:23])[N:12]=1)[CH2:8][CH3:9]. (9) Given the product [Cl:6][C:7]1[CH:12]=[CH:11][C:10]([C:13]([CH:1]2[CH2:3][CH2:2]2)([OH:15])[CH3:14])=[C:9]([F:16])[CH:8]=1, predict the reactants needed to synthesize it. The reactants are: [CH:1]1([Mg]Br)[CH2:3][CH2:2]1.[Cl:6][C:7]1[CH:12]=[CH:11][C:10]([C:13](=[O:15])[CH3:14])=[C:9]([F:16])[CH:8]=1.C(#N)C.O. (10) Given the product [Cl:1][C:2]1[CH:11]=[C:10]2[C:5]([C:6]([N:12]3[CH2:17][CH2:16][N:15]([C:18]([NH:20][CH:21]4[CH2:27][CH2:26][CH2:25][CH2:24][CH:23]([O:28][C:32]5[N:37]=[CH:36][CH:35]=[CH:34][N:33]=5)[CH2:22]4)=[O:19])[CH2:14][CH2:13]3)=[CH:7][CH:8]=[N:9]2)=[CH:4][CH:3]=1, predict the reactants needed to synthesize it. The reactants are: [Cl:1][C:2]1[CH:11]=[C:10]2[C:5]([C:6]([N:12]3[CH2:17][CH2:16][N:15]([C:18]([NH:20][CH:21]4[CH2:27][CH2:26][CH2:25][CH2:24][CH:23]([OH:28])[CH2:22]4)=[O:19])[CH2:14][CH2:13]3)=[CH:7][CH:8]=[N:9]2)=[CH:4][CH:3]=1.[H-].[Na+].Cl[C:32]1[N:37]=[CH:36][CH:35]=[CH:34][N:33]=1.